This data is from Catalyst prediction with 721,799 reactions and 888 catalyst types from USPTO. The task is: Predict which catalyst facilitates the given reaction. (1) Reactant: C([N:8]1[C@H:12]([CH3:13])[CH2:11][C@H:10]([CH2:14][N:15]2[C:23]3[C:18](=[CH:19][C:20]([C:24]4[CH:25]=[N:26][N:27]([CH:29]5[CH2:34][CH2:33][CH2:32][CH2:31][O:30]5)[CH:28]=4)=[CH:21][CH:22]=3)[CH:17]=[N:16]2)[CH2:9]1)C1C=CC=CC=1.C([O-])=O.[NH4+].C(OCC)(=O)C. Product: [CH3:13][C@H:12]1[NH:8][CH2:9][C@@H:10]([CH2:14][N:15]2[C:23]3[C:18](=[CH:19][C:20]([C:24]4[CH:25]=[N:26][N:27]([CH:29]5[CH2:34][CH2:33][CH2:32][CH2:31][O:30]5)[CH:28]=4)=[CH:21][CH:22]=3)[CH:17]=[N:16]2)[CH2:11]1. The catalyst class is: 105. (2) Product: [CH:32]([C:34]1[CH:42]=[CH:41][C:37]([C:38]([NH:15][CH2:14][CH:13]([CH2:16][C:17]2[N:18]([CH2:22][O:23][CH2:24][CH2:25][Si:26]([CH3:28])([CH3:27])[CH3:29])[CH:19]=[CH:20][N:21]=2)[CH2:12][C:8]2[N:7]([CH2:6][O:5][CH2:4][CH2:3][Si:2]([CH3:1])([CH3:30])[CH3:31])[CH:11]=[CH:10][N:9]=2)=[O:39])=[CH:36][CH:35]=1)=[O:33]. Reactant: [CH3:1][Si:2]([CH3:31])([CH3:30])[CH2:3][CH2:4][O:5][CH2:6][N:7]1[CH:11]=[CH:10][N:9]=[C:8]1[CH2:12][CH:13]([CH2:16][C:17]1[N:18]([CH2:22][O:23][CH2:24][CH2:25][Si:26]([CH3:29])([CH3:28])[CH3:27])[CH:19]=[CH:20][N:21]=1)[CH2:14][NH2:15].[CH:32]([C:34]1[CH:42]=[CH:41][C:37]([C:38](O)=[O:39])=[CH:36][CH:35]=1)=[O:33].C(N=C=NCCCN(C)C)C.ON1C2C=CC=CC=2N=C1. The catalyst class is: 145.